The task is: Predict the reactants needed to synthesize the given product.. This data is from Full USPTO retrosynthesis dataset with 1.9M reactions from patents (1976-2016). (1) The reactants are: [Br:1][C:2]1[CH:7]=[CH:6][C:5]([C:8]2[C:12]3[CH:13]=[CH:14][C:15]([O:17][CH2:18][CH2:19][CH2:20]Br)=[CH:16][C:11]=3[S:10][N:9]=2)=[CH:4][CH:3]=1.[CH3:22][N:23]1[CH2:28][CH2:27][NH:26][CH2:25][CH2:24]1. Given the product [Br:1][C:2]1[CH:7]=[CH:6][C:5]([C:8]2[C:12]3[CH:13]=[CH:14][C:15]([O:17][CH2:18][CH2:19][CH2:20][N:26]4[CH2:27][CH2:28][N:23]([CH3:22])[CH2:24][CH2:25]4)=[CH:16][C:11]=3[S:10][N:9]=2)=[CH:4][CH:3]=1, predict the reactants needed to synthesize it. (2) Given the product [Cl:24][C:14]1[C:15]([F:23])=[CH:16][CH:17]=[C:18]([O:19][CH:20]([F:21])[F:22])[C:13]=1[C@H:11]([C:10]1[C:4]2[C:5](=[N:6][CH:7]=[C:2]([C:34]3[CH:35]=[N:36][N:37]([C@H:38]4[CH2:43][CH2:42][C@H:41]([OH:44])[CH2:40][CH2:39]4)[C:33]=3[CH3:32])[CH:3]=2)[NH:8][CH:9]=1)[CH3:12].[ClH:61], predict the reactants needed to synthesize it. The reactants are: Br[C:2]1[CH:3]=[C:4]2[C:10]([C@@H:11]([C:13]3[C:18]([O:19][CH:20]([F:22])[F:21])=[CH:17][CH:16]=[C:15]([F:23])[C:14]=3[Cl:24])[CH3:12])=[CH:9][N:8](C(OC(C)(C)C)=O)[C:5]2=[N:6][CH:7]=1.[CH3:32][C:33]1[N:37]([C@H:38]2[CH2:43][CH2:42][C@H:41]([OH:44])[CH2:40][CH2:39]2)[N:36]=[CH:35][C:34]=1B1OC(C)(C)C(C)(C)O1.C([O-])([O-])=O.[K+].[K+].O.[ClH:61].CCOCC.